From a dataset of Forward reaction prediction with 1.9M reactions from USPTO patents (1976-2016). Predict the product of the given reaction. Given the reactants [Cl:1][C:2]1[C:22]([Cl:23])=[CH:21][CH:20]=[CH:19][C:3]=1[O:4][C:5]1[CH2:9][N:8]([C@@H:10]([CH2:14][CH:15]([CH3:17])[CH3:16])[C:11]([OH:13])=O)[C:7](=[O:18])[CH:6]=1.[NH2:24][C:25]1[CH:29]=[CH:28][N:27]([CH2:30][C:31]([CH3:34])([OH:33])[CH3:32])[N:26]=1.F[P-](F)(F)(F)(F)F.N1(O[P+](N(C)C)(N(C)C)N(C)C)C2C=CC=CC=2N=N1.C(N(CC)C(C)C)(C)C, predict the reaction product. The product is: [OH:33][C:31]([CH3:34])([CH3:32])[CH2:30][N:27]1[CH:28]=[CH:29][C:25]([NH:24][C:11](=[O:13])[C@@H:10]([N:8]2[CH2:9][C:5]([O:4][C:3]3[CH:19]=[CH:20][CH:21]=[C:22]([Cl:23])[C:2]=3[Cl:1])=[CH:6][C:7]2=[O:18])[CH2:14][CH:15]([CH3:17])[CH3:16])=[N:26]1.